This data is from Full USPTO retrosynthesis dataset with 1.9M reactions from patents (1976-2016). The task is: Predict the reactants needed to synthesize the given product. (1) Given the product [C:15]([NH:18]/[N:19]=[CH:13]/[C:6]1[N:5]=[CH:4][CH:3]=[C:2]([Cl:1])[C:7]=1[C:8]([O:10][CH2:11][CH3:12])=[O:9])(=[O:17])[CH3:16], predict the reactants needed to synthesize it. The reactants are: [Cl:1][C:2]1[C:7]([C:8]([O:10][CH2:11][CH3:12])=[O:9])=[C:6]([CH:13]=O)[N:5]=[CH:4][CH:3]=1.[C:15]([NH:18][NH2:19])(=[O:17])[CH3:16]. (2) Given the product [CH3:3][N:2]([CH3:1])[CH:4]=[CH:9][C:10]1[CH:18]=[CH:17][C:13]([C:14]([OH:16])=[O:15])=[CH:12][C:11]=1[N+:19]([O-:21])=[O:20], predict the reactants needed to synthesize it. The reactants are: [CH3:1][N:2]([CH:4](OC)OC)[CH3:3].[CH3:9][C:10]1[CH:18]=[CH:17][C:13]([C:14]([OH:16])=[O:15])=[CH:12][C:11]=1[N+:19]([O-:21])=[O:20]. (3) Given the product [Cl:39][CH2:38][CH2:37][O:13][C:12]1[CH:11]=[C:10]2[C:5]([C:6]([O:14][C:15]3[C:16]([C:23]4[CH:28]=[CH:27][CH:26]=[C:25]([CH3:29])[N:24]=4)=[N:17][C:18]([CH3:22])=[C:19]([CH3:21])[CH:20]=3)=[CH:7][CH:8]=[N:9]2)=[CH:4][C:3]=1[O:2][CH3:1], predict the reactants needed to synthesize it. The reactants are: [CH3:1][O:2][C:3]1[CH:4]=[C:5]2[C:10](=[CH:11][C:12]=1[OH:13])[N:9]=[CH:8][CH:7]=[C:6]2[O:14][C:15]1[C:16]([C:23]2[CH:28]=[CH:27][CH:26]=[C:25]([CH3:29])[N:24]=2)=[N:17][C:18]([CH3:22])=[C:19]([CH3:21])[CH:20]=1.C(=O)([O-])[O-].[K+].[K+].Br[CH2:37][CH2:38][Cl:39]. (4) Given the product [CH:17]1([C:2]2[C:3](=[O:16])[N:4]([C:9]3[CH:14]=[CH:13][C:12]([F:15])=[CH:11][CH:10]=3)[N:5]([CH3:8])[C:6]=2[CH3:7])[CH2:19][CH2:18]1, predict the reactants needed to synthesize it. The reactants are: Br[C:2]1[C:3](=[O:16])[N:4]([C:9]2[CH:14]=[CH:13][C:12]([F:15])=[CH:11][CH:10]=2)[N:5]([CH3:8])[C:6]=1[CH3:7].[CH:17]1(B(O)O)[CH2:19][CH2:18]1.P([O-])([O-])([O-])=O.[K+].[K+].[K+].C1(P(C2CCCCC2)C2CCCCC2)CCCCC1. (5) Given the product [ClH:42].[Cl:42][C:38]1[CH:37]=[C:36]([C@@H:34]([OH:35])[CH2:33][NH:8][CH2:9][CH2:10][C:11]2[CH:12]=[CH:13][C:14]([S:17]([C:20]3[CH:25]=[CH:24][C:23]([O:26][CH2:27][C:28]4[NH:32][N:31]=[N:30][N:29]=4)=[CH:22][CH:21]=3)(=[O:18])=[O:19])=[CH:15][CH:16]=2)[CH:41]=[CH:40][CH:39]=1, predict the reactants needed to synthesize it. The reactants are: C([N:8]([CH2:33][C@@H:34]([C:36]1[CH:41]=[CH:40][CH:39]=[C:38]([Cl:42])[CH:37]=1)[OH:35])[CH2:9][CH2:10][C:11]1[CH:16]=[CH:15][C:14]([S:17]([C:20]2[CH:25]=[CH:24][C:23]([O:26][CH2:27][C:28]3[NH:32][N:31]=[N:30][N:29]=3)=[CH:22][CH:21]=2)(=[O:19])=[O:18])=[CH:13][CH:12]=1)C1C=CC=CC=1.C(N(CC)CC)C.[H][H].